From a dataset of NCI-60 drug combinations with 297,098 pairs across 59 cell lines. Regression. Given two drug SMILES strings and cell line genomic features, predict the synergy score measuring deviation from expected non-interaction effect. (1) Drug 1: C1CC(=O)NC(=O)C1N2CC3=C(C2=O)C=CC=C3N. Drug 2: C1=CC=C(C(=C1)C(C2=CC=C(C=C2)Cl)C(Cl)Cl)Cl. Cell line: SK-MEL-28. Synergy scores: CSS=7.66, Synergy_ZIP=0.803, Synergy_Bliss=3.97, Synergy_Loewe=4.61, Synergy_HSA=4.00. (2) Drug 1: CC=C1C(=O)NC(C(=O)OC2CC(=O)NC(C(=O)NC(CSSCCC=C2)C(=O)N1)C(C)C)C(C)C. Drug 2: CCC1(C2=C(COC1=O)C(=O)N3CC4=CC5=C(C=CC(=C5CN(C)C)O)N=C4C3=C2)O.Cl. Cell line: HCT116. Synergy scores: CSS=67.2, Synergy_ZIP=0.319, Synergy_Bliss=-1.38, Synergy_Loewe=-0.0581, Synergy_HSA=-0.00604. (3) Drug 1: CCC1=CC2CC(C3=C(CN(C2)C1)C4=CC=CC=C4N3)(C5=C(C=C6C(=C5)C78CCN9C7C(C=CC9)(C(C(C8N6C)(C(=O)OC)O)OC(=O)C)CC)OC)C(=O)OC.C(C(C(=O)O)O)(C(=O)O)O. Drug 2: CCC1(C2=C(COC1=O)C(=O)N3CC4=CC5=C(C=CC(=C5CN(C)C)O)N=C4C3=C2)O.Cl. Cell line: U251. Synergy scores: CSS=49.2, Synergy_ZIP=-0.846, Synergy_Bliss=-0.644, Synergy_Loewe=-4.27, Synergy_HSA=1.82. (4) Drug 1: C1=C(C(=O)NC(=O)N1)F. Drug 2: N.N.Cl[Pt+2]Cl. Cell line: EKVX. Synergy scores: CSS=24.8, Synergy_ZIP=3.82, Synergy_Bliss=0.675, Synergy_Loewe=-0.0868, Synergy_HSA=0.309. (5) Drug 1: CN1CCC(CC1)COC2=C(C=C3C(=C2)N=CN=C3NC4=C(C=C(C=C4)Br)F)OC. Drug 2: N.N.Cl[Pt+2]Cl. Cell line: DU-145. Synergy scores: CSS=14.9, Synergy_ZIP=-4.59, Synergy_Bliss=1.02, Synergy_Loewe=-10.8, Synergy_HSA=0.549. (6) Drug 1: CCN(CC)CCCC(C)NC1=C2C=C(C=CC2=NC3=C1C=CC(=C3)Cl)OC. Drug 2: C(CCl)NC(=O)N(CCCl)N=O. Cell line: HT29. Synergy scores: CSS=55.2, Synergy_ZIP=4.51, Synergy_Bliss=6.45, Synergy_Loewe=-27.6, Synergy_HSA=3.87. (7) Drug 1: C1CN1C2=NC(=NC(=N2)N3CC3)N4CC4. Drug 2: CC1C(C(CC(O1)OC2CC(CC3=C2C(=C4C(=C3O)C(=O)C5=C(C4=O)C(=CC=C5)OC)O)(C(=O)CO)O)N)O.Cl. Cell line: DU-145. Synergy scores: CSS=52.6, Synergy_ZIP=-3.34, Synergy_Bliss=-4.04, Synergy_Loewe=-0.769, Synergy_HSA=1.31. (8) Synergy scores: CSS=80.6, Synergy_ZIP=2.88, Synergy_Bliss=2.09, Synergy_Loewe=-27.4, Synergy_HSA=5.20. Drug 1: CCC1=CC2CC(C3=C(CN(C2)C1)C4=CC=CC=C4N3)(C5=C(C=C6C(=C5)C78CCN9C7C(C=CC9)(C(C(C8N6C)(C(=O)OC)O)OC(=O)C)CC)OC)C(=O)OC.C(C(C(=O)O)O)(C(=O)O)O. Cell line: SNB-19. Drug 2: CC=C1C(=O)NC(C(=O)OC2CC(=O)NC(C(=O)NC(CSSCCC=C2)C(=O)N1)C(C)C)C(C)C.